From a dataset of Full USPTO retrosynthesis dataset with 1.9M reactions from patents (1976-2016). Predict the reactants needed to synthesize the given product. (1) Given the product [F:19][C:14]1[CH:13]=[C:12]([N:7]2[CH2:8][CH2:9][CH2:10][N:5]3[N:6]=[C:2]([NH2:1])[N:3]=[C:4]23)[CH:17]=[CH:16][C:15]=1[F:18], predict the reactants needed to synthesize it. The reactants are: [NH2:1][C:2]1[NH:3][C:4]([N:7]([C:12]2[CH:17]=[CH:16][C:15]([F:18])=[C:14]([F:19])[CH:13]=2)[CH2:8][CH2:9][CH2:10]O)=[N:5][N:6]=1.C1(P(C2C=CC=CC=2)C2C=CC=CC=2)C=CC=CC=1.[N].CCOC(/N=N/C(OCC)=O)=O.C1(P(C2C=CC=CC=2)C2C=CC=CC=2)C=CC=CC=1. (2) The reactants are: C(NC(C)C)(C)C.C([Li])CCC.[Br:13][C:14]1[CH:19]=[CH:18][C:17]([Cl:20])=[C:16]([F:21])[CH:15]=1.B(OC)(OC)[O:23]C.C(O)(=O)C.OO. Given the product [Br:13][C:14]1[C:15]([OH:23])=[C:16]([F:21])[C:17]([Cl:20])=[CH:18][CH:19]=1, predict the reactants needed to synthesize it. (3) Given the product [Cl:18][C:6]1[C:5]2[C:10](=[CH:11][C:2]([F:1])=[C:3]([N+:13]([O-:15])=[O:14])[CH:4]=2)[N:9]=[CH:8][N:7]=1, predict the reactants needed to synthesize it. The reactants are: [F:1][C:2]1[CH:11]=[C:10]2[C:5]([C:6](O)=[N:7][CH:8]=[N:9]2)=[CH:4][C:3]=1[N+:13]([O-:15])=[O:14].O=S(Cl)[Cl:18]. (4) Given the product [I:17][C:9]1[S:10][C:6]2[C:5]([C:11]#[N:12])=[CH:4][NH:3][C:2](=[O:1])[C:7]=2[CH:8]=1, predict the reactants needed to synthesize it. The reactants are: [O:1]=[C:2]1[C:7]2[CH:8]=[CH:9][S:10][C:6]=2[C:5]([C:11]#[N:12])=[CH:4][NH:3]1.C(O)(=O)C.[I:17]N1C(=O)CCC1=O.C(=O)(O)[O-].[Na+]. (5) Given the product [CH2:1]([O:3][C:4]1[C:5]([C:20]2[CH:25]=[CH:24][C:23]([CH2:26][C:27]([NH:29][C:30]3[O:34][N:33]=[C:32]([C:35]([CH3:41])([CH3:40])[C:36]([F:38])([F:39])[F:37])[CH:31]=3)=[O:28])=[C:22]([F:42])[CH:21]=2)=[CH:6][NH:7][C:8](=[O:10])[CH:9]=1)[CH3:2], predict the reactants needed to synthesize it. The reactants are: [CH2:1]([O:3][C:4]1[CH:9]=[C:8]([O:10]CC2C=CC(OC)=CC=2)[N:7]=[CH:6][C:5]=1[C:20]1[CH:25]=[CH:24][C:23]([CH2:26][C:27]([NH:29][C:30]2[O:34][N:33]=[C:32]([C:35]([CH3:41])([CH3:40])[C:36]([F:39])([F:38])[F:37])[CH:31]=2)=[O:28])=[C:22]([F:42])[CH:21]=1)[CH3:2].C(O)(C(F)(F)F)=O. (6) Given the product [C:33]([O:37][C:38]([N:40]1[CH:44]=[CH:43][CH:42]=[C:41]1[C:2]1[CH:3]=[C:4]([C:26]2[CH:31]=[CH:30][CH:29]=[CH:28][C:27]=2[CH3:32])[C:5]([N:8]([C:9](=[O:24])[C:10]2[CH:15]=[C:14]([C:16]([F:18])([F:17])[F:19])[CH:13]=[C:12]([C:20]([F:22])([F:23])[F:21])[CH:11]=2)[CH3:25])=[CH:6][N:7]=1)=[O:39])([CH3:36])([CH3:34])[CH3:35], predict the reactants needed to synthesize it. The reactants are: Cl[C:2]1[N:7]=[CH:6][C:5]([N:8]([CH3:25])[C:9](=[O:24])[C:10]2[CH:15]=[C:14]([C:16]([F:19])([F:18])[F:17])[CH:13]=[C:12]([C:20]([F:23])([F:22])[F:21])[CH:11]=2)=[C:4]([C:26]2[CH:31]=[CH:30][CH:29]=[CH:28][C:27]=2[CH3:32])[CH:3]=1.[C:33]([O:37][C:38]([N:40]1[CH:44]=[CH:43][CH:42]=[C:41]1B(O)O)=[O:39])([CH3:36])([CH3:35])[CH3:34]. (7) Given the product [CH3:21][C:22]1[CH:27]=[C:26]([C:28]2[S:32][C:31]([NH:33][C:14]([N:16]3[CH:20]=[CH:19][N:18]=[CH:17]3)=[O:15])=[N:30][C:29]=2[CH3:34])[CH:25]=[C:24]([CH3:35])[N:23]=1, predict the reactants needed to synthesize it. The reactants are: CC1N=C(N[C:14]([N:16]2[CH:20]=[CH:19][N:18]=[CH:17]2)=[O:15])SC=1C1C=CN=CC=1.[CH3:21][C:22]1[CH:27]=[C:26]([C:28]2[S:32][C:31]([NH2:33])=[N:30][C:29]=2[CH3:34])[CH:25]=[C:24]([CH3:35])[N:23]=1.